Dataset: Catalyst prediction with 721,799 reactions and 888 catalyst types from USPTO. Task: Predict which catalyst facilitates the given reaction. (1) Reactant: [CH3:1][C:2]1[N:10]=[CH:9][CH:8]=[CH:7][C:3]=1[C:4](O)=[O:5].C[N:12](C(ON1N=NC2C=CC=NC1=2)=[N+](C)C)C.F[P-](F)(F)(F)(F)F.CCN(C(C)C)C(C)C. Product: [CH3:1][C:2]1[N:10]=[CH:9][CH:8]=[CH:7][C:3]=1[C:4]([NH2:12])=[O:5]. The catalyst class is: 3. (2) Reactant: C([N:8]1[CH2:13][CH2:12][C:11]2([C:21]3[C:16](=[CH:17][CH:18]=[CH:19][CH:20]=3)[NH:15][C:14]2=[O:22])[CH2:10][CH2:9]1)C1C=CC=CC=1. Product: [NH:8]1[CH2:13][CH2:12][C:11]2([C:21]3[C:16](=[CH:17][CH:18]=[CH:19][CH:20]=3)[NH:15][C:14]2=[O:22])[CH2:10][CH2:9]1. The catalyst class is: 352. (3) Reactant: [Br:1][C:2]1[CH:3]=[C:4]2[C:13](=[CH:14][C:15]=1[F:16])[CH:12]1[CH2:17][CH:10]([CH2:11]1)[N:9]1[C:5]2=[N:6][C:7]([C:18]([O:20]C)=[O:19])=[CH:8]1. Product: [Br:1][C:2]1[CH:3]=[C:4]2[C:13](=[CH:14][C:15]=1[F:16])[CH:12]1[CH2:11][CH:10]([CH2:17]1)[N:9]1[C:5]2=[N:6][C:7]([C:18]([OH:20])=[O:19])=[CH:8]1. The catalyst class is: 273. (4) Product: [ClH:1].[Br:2][C:3]1[CH:28]=[CH:27][C:6]([CH2:7][CH:8]2[CH2:13][CH2:12][N:11]([CH2:14][CH2:15][C:16]3[CH:17]=[C:18]4[C:23](=[CH:24][CH:25]=3)[O:22][CH2:21][CH2:20][C:19]4=[O:26])[CH2:10][CH2:9]2)=[CH:5][C:4]=1[O:29][CH2:30][CH2:31][O:32][CH3:33]. The catalyst class is: 41. Reactant: [ClH:1].[Br:2][C:3]1[CH:28]=[CH:27][C:6]([CH2:7][CH:8]2[CH2:13][CH2:12][N:11]([CH2:14][CH2:15][C:16]3[CH:17]=[C:18]4[C:23](=[CH:24][CH:25]=3)[O:22][CH2:21][CH2:20][C:19]4=[O:26])[CH2:10][CH2:9]2)=[CH:5][C:4]=1[O:29][CH2:30][CH2:31][O:32][CH3:33]. (5) Reactant: [Cl-].[F:2][C:3]1[CH:4]=[N:5][C:6]([NH+:9]2[C:17]3[CH2:16][C@H:15]([CH3:18])[NH:14][CH2:13][C:12]=3[N:11]=[N:10]2)=[N:7][CH:8]=1.C(N(CC)CC)C.[F:26][C:27]1[C:35]([C:36]([F:39])([F:38])[F:37])=[CH:34][CH:33]=[CH:32][C:28]=1[C:29](Cl)=[O:30].C([O-])(O)=O.[Na+]. Product: [F:2][C:3]1[CH:4]=[N:5][C:6]([N:9]2[C:17]3[CH2:16][C@H:15]([CH3:18])[N:14]([C:29]([C:28]4[CH:32]=[CH:33][CH:34]=[C:35]([C:36]([F:37])([F:38])[F:39])[C:27]=4[F:26])=[O:30])[CH2:13][C:12]=3[N:11]=[N:10]2)=[N:7][CH:8]=1. The catalyst class is: 2. (6) Reactant: C[O:2][C:3](=[O:29])[CH2:4][N:5]1[C:13]2[CH:12]=[C:11]([C:14]3[CH:19]=[CH:18][C:17]([O:20][CH2:21][CH3:22])=[C:16]([C:23]([F:26])([F:25])[F:24])[CH:15]=3)[N:10]=[C:9]([C:27]#[N:28])[C:8]=2[N:7]=[CH:6]1.CN(C)C=O.[OH-].[Li+].Cl. Product: [C:27]([C:9]1[C:8]2[N:7]=[CH:6][N:5]([CH2:4][C:3]([OH:29])=[O:2])[C:13]=2[CH:12]=[C:11]([C:14]2[CH:19]=[CH:18][C:17]([O:20][CH2:21][CH3:22])=[C:16]([C:23]([F:26])([F:25])[F:24])[CH:15]=2)[N:10]=1)#[N:28]. The catalyst class is: 6. (7) Reactant: Br[CH:2]([C:6]1[CH:11]=[CH:10][C:9]([F:12])=[CH:8][CH:7]=1)[C:3]([OH:5])=[O:4].[F:13][C:14]1[CH:15]=[C:16]([CH:18]=[CH:19][CH:20]=1)[NH2:17]. Product: [F:12][C:9]1[CH:10]=[CH:11][C:6]([CH:2]([NH:17][C:16]2[CH:18]=[CH:19][CH:20]=[C:14]([F:13])[CH:15]=2)[C:3]([OH:5])=[O:4])=[CH:7][CH:8]=1. The catalyst class is: 290. (8) Reactant: [CH3:1][N:2]([CH:10]1[CH2:15][CH2:14][O:13][CH2:12][CH2:11]1)[C:3]1[CH:8]=[CH:7][C:6](N)=[CH:5][N:4]=1.N([O-])=O.[Na+].[OH-].[Na+].[BrH:22]. Product: [Br:22][C:6]1[CH:7]=[CH:8][C:3]([N:2]([CH3:1])[CH:10]2[CH2:15][CH2:14][O:13][CH2:12][CH2:11]2)=[N:4][CH:5]=1. The catalyst class is: 6.